Dataset: Full USPTO retrosynthesis dataset with 1.9M reactions from patents (1976-2016). Task: Predict the reactants needed to synthesize the given product. Given the product [C:28]1(=[O:29])[O:30][CH2:31][CH2:33][CH2:14][CH2:19][CH2:18][CH2:17][CH2:16][CH2:15][CH2:39][CH2:34][CH2:35]1, predict the reactants needed to synthesize it. The reactants are: [CH:14]1[CH:19]=[CH:18][C:17](P([C:14]2[CH:19]=[CH:18][CH:17]=[CH:16][CH:15]=2)[C:14]2[CH:19]=[CH:18][CH:17]=[CH:16][CH:15]=2)=[CH:16][CH:15]=1.N([C:28]([O:30][CH:31]([CH3:33])C)=[O:29])=N[C:28]([O:30][CH:31](C)[CH3:33])=[O:29].[C:34]1(C)[CH:39]=CC=C[CH:35]=1.